Dataset: NCI-60 drug combinations with 297,098 pairs across 59 cell lines. Task: Regression. Given two drug SMILES strings and cell line genomic features, predict the synergy score measuring deviation from expected non-interaction effect. (1) Drug 2: C(CN)CNCCSP(=O)(O)O. Synergy scores: CSS=-10.1, Synergy_ZIP=1.54, Synergy_Bliss=-6.17, Synergy_Loewe=-9.67, Synergy_HSA=-10.2. Cell line: MOLT-4. Drug 1: CC(C)(C#N)C1=CC(=CC(=C1)CN2C=NC=N2)C(C)(C)C#N. (2) Drug 1: CN1C2=C(C=C(C=C2)N(CCCl)CCCl)N=C1CCCC(=O)O.Cl. Drug 2: CC(C)NC(=O)C1=CC=C(C=C1)CNNC.Cl. Cell line: SW-620. Synergy scores: CSS=3.20, Synergy_ZIP=-0.744, Synergy_Bliss=0.263, Synergy_Loewe=-0.0796, Synergy_HSA=0.193. (3) Drug 1: CNC(=O)C1=CC=CC=C1SC2=CC3=C(C=C2)C(=NN3)C=CC4=CC=CC=N4. Drug 2: C1=CC=C(C(=C1)C(C2=CC=C(C=C2)Cl)C(Cl)Cl)Cl. Cell line: DU-145. Synergy scores: CSS=6.67, Synergy_ZIP=4.22, Synergy_Bliss=10.4, Synergy_Loewe=8.38, Synergy_HSA=8.04. (4) Drug 1: C1=CC(=CC=C1C#N)C(C2=CC=C(C=C2)C#N)N3C=NC=N3. Drug 2: CC1C(C(=O)NC(C(=O)N2CCCC2C(=O)N(CC(=O)N(C(C(=O)O1)C(C)C)C)C)C(C)C)NC(=O)C3=C4C(=C(C=C3)C)OC5=C(C(=O)C(=C(C5=N4)C(=O)NC6C(OC(=O)C(N(C(=O)CN(C(=O)C7CCCN7C(=O)C(NC6=O)C(C)C)C)C)C(C)C)C)N)C. Cell line: HS 578T. Synergy scores: CSS=4.46, Synergy_ZIP=-1.81, Synergy_Bliss=-0.499, Synergy_Loewe=1.12, Synergy_HSA=1.17. (5) Cell line: SK-MEL-5. Drug 2: CC1=C(C(CCC1)(C)C)C=CC(=CC=CC(=CC(=O)O)C)C. Synergy scores: CSS=-9.29, Synergy_ZIP=2.34, Synergy_Bliss=-2.48, Synergy_Loewe=-6.63, Synergy_HSA=-8.60. Drug 1: C1CCN(CC1)CCOC2=CC=C(C=C2)C(=O)C3=C(SC4=C3C=CC(=C4)O)C5=CC=C(C=C5)O. (6) Drug 1: C(CN)CNCCSP(=O)(O)O. Drug 2: CCC1(C2=C(COC1=O)C(=O)N3CC4=CC5=C(C=CC(=C5CN(C)C)O)N=C4C3=C2)O.Cl. Cell line: MDA-MB-231. Synergy scores: CSS=11.5, Synergy_ZIP=-3.31, Synergy_Bliss=-4.91, Synergy_Loewe=-18.1, Synergy_HSA=-5.50. (7) Drug 1: CN(C)N=NC1=C(NC=N1)C(=O)N. Drug 2: CN(C)C1=NC(=NC(=N1)N(C)C)N(C)C. Cell line: DU-145. Synergy scores: CSS=0.676, Synergy_ZIP=0.779, Synergy_Bliss=3.34, Synergy_Loewe=-3.96, Synergy_HSA=-0.829. (8) Drug 1: CC(CN1CC(=O)NC(=O)C1)N2CC(=O)NC(=O)C2. Drug 2: CC1C(C(CC(O1)OC2CC(CC3=C2C(=C4C(=C3O)C(=O)C5=CC=CC=C5C4=O)O)(C(=O)C)O)N)O. Cell line: U251. Synergy scores: CSS=39.5, Synergy_ZIP=-6.56, Synergy_Bliss=-7.77, Synergy_Loewe=-4.75, Synergy_HSA=-2.89.